Task: Predict the product of the given reaction.. Dataset: Forward reaction prediction with 1.9M reactions from USPTO patents (1976-2016) (1) The product is: [O:18]1[CH2:23][CH2:22][CH:21]([C:24]2[O:25][CH:2]=[C:3]([CH:5]3[CH2:10][CH2:9][N:8]([C:11]([O:13][C:14]([CH3:17])([CH3:16])[CH3:15])=[O:12])[CH2:7][CH2:6]3)[N:26]=2)[CH2:20][CH2:19]1. Given the reactants Br[CH2:2][C:3]([CH:5]1[CH2:10][CH2:9][N:8]([C:11]([O:13][C:14]([CH3:17])([CH3:16])[CH3:15])=[O:12])[CH2:7][CH2:6]1)=O.[O:18]1[CH2:23][CH2:22][CH:21]([C:24]([NH2:26])=[O:25])[CH2:20][CH2:19]1.CCN(CC)CC.CC(OC(OC(OC(C)(C)C)=O)=O)(C)C, predict the reaction product. (2) Given the reactants [F:1][C:2]([C:5]1[CH:9]=[C:8]([NH:10][C:11](=[O:20])OC2C=CC(Cl)=CC=2)[O:7][N:6]=1)([CH3:4])[CH3:3].[CH3:21][O:22][C:23]1[CH:24]=[C:25]2[C:30](=[CH:31][C:32]=1[O:33][CH3:34])[N:29]=[CH:28][N:27]=[C:26]2[O:35][C:36]1[C:37]([F:43])=[C:38]([CH:40]=[CH:41][CH:42]=1)[NH2:39], predict the reaction product. The product is: [CH3:21][O:22][C:23]1[CH:24]=[C:25]2[C:30](=[CH:31][C:32]=1[O:33][CH3:34])[N:29]=[CH:28][N:27]=[C:26]2[O:35][C:36]1[C:37]([F:43])=[C:38]([NH:39][C:11]([NH:10][C:8]2[O:7][N:6]=[C:5]([C:2]([F:1])([CH3:3])[CH3:4])[CH:9]=2)=[O:20])[CH:40]=[CH:41][CH:42]=1. (3) Given the reactants [NH2:1][CH2:2][C:3]1[CH:11]=[CH:10][C:6]([C:7]([OH:9])=[O:8])=[CH:5][CH:4]=1.[OH-].[Na+].[CH2:14]([O:21][C:22](Cl)=[O:23])[C:15]1[CH:20]=[CH:19][CH:18]=[CH:17][CH:16]=1.Cl, predict the reaction product. The product is: [CH2:14]([O:21][C:22]([NH:1][CH2:2][C:3]1[CH:4]=[CH:5][C:6]([C:7]([OH:9])=[O:8])=[CH:10][CH:11]=1)=[O:23])[C:15]1[CH:20]=[CH:19][CH:18]=[CH:17][CH:16]=1. (4) Given the reactants [CH2:1]([O:3][C:4]1[C@@:9]([CH2:14][CH:15]([CH2:17][OH:18])[OH:16])([C@H:10]([CH2:12][OH:13])[OH:11])[O:8][C:6](=[O:7])[C:5]=1[OH:19])[CH3:2].C(=O)([O-])O.[Na+].[CH2:25](Br)[C:26]1C=CC=[CH:28][CH:27]=1, predict the reaction product. The product is: [CH2:1]([O:3][C:4]1[C@@:9]([CH2:14][CH:15]([CH2:17][OH:18])[OH:16])([C@H:10]([CH2:12][OH:13])[OH:11])[O:8][C:6](=[O:7])[C:5]=1[O:19][CH2:25][CH2:26][CH2:27][CH3:28])[CH3:2]. (5) Given the reactants [F:1][C:2]([F:48])([F:47])[C:3]1[CH:4]=[C:5]([CH:40]=[C:41]([C:43]([F:46])([F:45])[F:44])[CH:42]=1)[CH2:6][N:7]([CH2:23][C:24]1[CH:29]=[C:28]([C:30]([F:33])([F:32])[F:31])[CH:27]=[CH:26][C:25]=1[O:34][CH:35]([CH2:38][CH3:39])[CH2:36][CH3:37])[C:8]1[N:13]=[CH:12][C:11]([O:14][CH2:15][CH2:16][CH2:17][C:18]([O:20]CC)=[O:19])=[CH:10][N:9]=1.[OH-].[Na+].Cl.C(OCC)(=O)C, predict the reaction product. The product is: [F:48][C:2]([F:1])([F:47])[C:3]1[CH:4]=[C:5]([CH:40]=[C:41]([C:43]([F:44])([F:45])[F:46])[CH:42]=1)[CH2:6][N:7]([CH2:23][C:24]1[CH:29]=[C:28]([C:30]([F:33])([F:32])[F:31])[CH:27]=[CH:26][C:25]=1[O:34][CH:35]([CH2:36][CH3:37])[CH2:38][CH3:39])[C:8]1[N:9]=[CH:10][C:11]([O:14][CH2:15][CH2:16][CH2:17][C:18]([OH:20])=[O:19])=[CH:12][N:13]=1.